This data is from Catalyst prediction with 721,799 reactions and 888 catalyst types from USPTO. The task is: Predict which catalyst facilitates the given reaction. (1) Reactant: [Br:1][C:2]1[CH:20]=[CH:19][C:5]([CH2:6][NH:7][C:8](=[O:18])[C:9]2[CH:14]=[C:13]([CH3:15])[C:12]([F:16])=[CH:11][C:10]=2[OH:17])=[C:4]([F:21])[CH:3]=1.C([O-])([O-])=O.[K+].[K+].[CH2:28]([O:30][C:31](=[O:34])[CH2:32]Br)[CH3:29]. Product: [CH2:28]([O:30][C:31](=[O:34])[CH2:32][O:17][C:10]1[CH:11]=[C:12]([F:16])[C:13]([CH3:15])=[CH:14][C:9]=1[C:8](=[O:18])[NH:7][CH2:6][C:5]1[CH:19]=[CH:20][C:2]([Br:1])=[CH:3][C:4]=1[F:21])[CH3:29]. The catalyst class is: 21. (2) Reactant: Br[C:2]1[CH:3]=[C:4]2[C:9](=[CH:10][CH:11]=1)[N:8]=[CH:7][C:6]([C:12]#[N:13])=[C:5]2[NH:14][C:15]1[CH:20]=[CH:19][C:18]([F:21])=[C:17]([Cl:22])[CH:16]=1.[C:23]([NH2:31])(=[O:30])[C:24]1[CH:29]=[CH:28][CH:27]=[CH:26][CH:25]=1.[O-]P([O-])([O-])=O.[K+].[K+].[K+].N[C@@H]1CCCC[C@H]1N. Product: [Cl:22][C:17]1[CH:16]=[C:15]([NH:14][C:5]2[C:4]3[C:9](=[CH:10][CH:11]=[C:2]([NH:31][C:23](=[O:30])[C:24]4[CH:29]=[CH:28][CH:27]=[CH:26][CH:25]=4)[CH:3]=3)[N:8]=[CH:7][C:6]=2[C:12]#[N:13])[CH:20]=[CH:19][C:18]=1[F:21]. The catalyst class is: 12. (3) Reactant: C=O.[NH:3]1[CH2:8][CH2:7][CH:6]([C:9]2[CH:14]=[CH:13][C:12]([NH:15][C:16]3[N:21]=[C:20]([CH2:22][CH2:23][C:24]4[C:29]([CH2:30][C:31]([NH2:33])=[O:32])=[CH:28][CH:27]=[CH:26][N:25]=4)[C:19]([C:34]([F:37])([F:36])[F:35])=[CH:18][N:17]=3)=[CH:11][CH:10]=2)[CH2:5][CH2:4]1.[C:38](O[BH-](OC(=O)C)OC(=O)C)(=O)C.[Na+]. Product: [CH3:38][N:3]1[CH2:8][CH2:7][CH:6]([C:9]2[CH:14]=[CH:13][C:12]([NH:15][C:16]3[N:21]=[C:20]([CH2:22][CH2:23][C:24]4[C:29]([CH2:30][C:31]([NH2:33])=[O:32])=[CH:28][CH:27]=[CH:26][N:25]=4)[C:19]([C:34]([F:37])([F:35])[F:36])=[CH:18][N:17]=3)=[CH:11][CH:10]=2)[CH2:5][CH2:4]1. The catalyst class is: 100. (4) Reactant: [F:1][C:2]1[CH:3]=[CH:4][C:5]([N+:9]([O-:11])=[O:10])=[C:6]([CH:8]=1)[NH2:7].[Br:12]N1C(=O)CCC1=O.O. Product: [Br:12][C:3]1[C:2]([F:1])=[CH:8][C:6]([NH2:7])=[C:5]([N+:9]([O-:11])=[O:10])[CH:4]=1. The catalyst class is: 15. (5) Reactant: [CH3:1][O:2][C:3](=[O:11])[CH2:4][NH:5][CH2:6][CH:7]1[CH2:10][O:9][CH2:8]1.[F:12][C:13]1[CH:18]=[CH:17][C:16]([S:19](Cl)(=[O:21])=[O:20])=[CH:15][CH:14]=1.CCN(C(C)C)C(C)C. Product: [CH3:1][O:2][C:3](=[O:11])[CH2:4][N:5]([S:19]([C:16]1[CH:17]=[CH:18][C:13]([F:12])=[CH:14][CH:15]=1)(=[O:21])=[O:20])[CH2:6][CH:7]1[CH2:8][O:9][CH2:10]1. The catalyst class is: 79. (6) Reactant: [Br:1][C:2]1[CH:3]=[C:4]([N+:17]([O-])=O)[C:5]([C:8]2[CH:13]=[C:12]([F:14])[C:11]([Cl:15])=[C:10]([F:16])[CH:9]=2)=[N:6][CH:7]=1.C1(P(C2C=CC=CC=2)CCP(C2C=CC=CC=2)C2C=CC=CC=2)C=CC=CC=1. Product: [Br:1][C:2]1[CH:7]=[N:6][C:5]2[C:8]3[CH:13]=[C:12]([F:14])[C:11]([Cl:15])=[C:10]([F:16])[C:9]=3[NH:17][C:4]=2[CH:3]=1. The catalyst class is: 262. (7) Reactant: [Br:1][C:2]1[CH:13]=[CH:12][C:5]([CH2:6][O:7][CH2:8][C:9]([OH:11])=O)=[CH:4][CH:3]=1.CS(O)(=O)=O.[C:19]([C:23]1[CH:36]=[CH:35][C:26]([CH2:27][N:28]([C:30]([NH:32][CH2:33][CH3:34])=[O:31])[NH2:29])=[CH:25][CH:24]=1)([CH3:22])([CH3:21])[CH3:20].F[P-](F)(F)(F)(F)F.N1(OC(N(C)C)=[N+](C)C)C2N=CC=CC=2N=N1.CCN(C(C)C)C(C)C. Product: [Br:1][C:2]1[CH:3]=[CH:4][C:5]([CH2:6][O:7][CH2:8][C:9]([NH:29][N:28]([CH2:27][C:26]2[CH:25]=[CH:24][C:23]([C:19]([CH3:20])([CH3:22])[CH3:21])=[CH:36][CH:35]=2)[C:30]([NH:32][CH2:33][CH3:34])=[O:31])=[O:11])=[CH:12][CH:13]=1. The catalyst class is: 3. (8) Reactant: C(O[C:4](=[O:19])[C:5]([C:17]#[N:18])=[CH:6][NH:7][C:8]1[CH:13]=[CH:12][C:11]([N+:14]([O-:16])=[O:15])=[CH:10][CH:9]=1)C. Product: [N+:14]([C:11]1[CH:12]=[C:13]2[C:8](=[CH:9][CH:10]=1)[NH:7][CH:6]=[C:5]([C:17]#[N:18])[C:4]2=[O:19])([O-:16])=[O:15]. The catalyst class is: 736. (9) Reactant: [C:1]([O:5][C:6]([N:8]1[CH2:12][CH2:11][C@H:10]([OH:13])[CH2:9]1)=[O:7])([CH3:4])([CH3:3])[CH3:2].[CH2:14](N(CC)CC)C.[CH3:21][S:22](Cl)(=[O:24])=[O:23]. Product: [CH3:21][S:22]([O:13][C@H:10]1[CH2:14][CH2:11][CH2:12][N:8]([C:6]([O:5][C:1]([CH3:2])([CH3:3])[CH3:4])=[O:7])[CH2:9]1)(=[O:24])=[O:23]. The catalyst class is: 4.